From a dataset of Forward reaction prediction with 1.9M reactions from USPTO patents (1976-2016). Predict the product of the given reaction. (1) The product is: [CH2:1]([O:8][C:9](=[O:24])[NH:10][C:11]1[C:12]([CH:22]=[O:23])=[N:13][N:14]([CH:16]2[CH2:21][CH2:20][CH2:19][CH2:18][O:17]2)[CH:15]=1)[C:2]1[CH:7]=[CH:6][CH:5]=[CH:4][CH:3]=1. Given the reactants [CH2:1]([O:8][C:9](=[O:24])[NH:10][C:11]1[C:12]([CH2:22][OH:23])=[N:13][N:14]([CH:16]2[CH2:21][CH2:20][CH2:19][CH2:18][O:17]2)[CH:15]=1)[C:2]1[CH:7]=[CH:6][CH:5]=[CH:4][CH:3]=1, predict the reaction product. (2) Given the reactants C(OC(=O)[NH:7][C@H:8]([C:33]1[CH:38]=[CH:37][C:36]([O:39][CH2:40][CH2:41][N:42]2[CH2:47][CH2:46][O:45][CH2:44][CH2:43]2)=[CH:35][CH:34]=1)[C:9](=[O:32])[NH:10][C@H:11]([C:20](=[O:31])[NH:21][C:22]1[S:23][CH:24]=[C:25]([C:27](=[O:30])[CH2:28][CH3:29])[N:26]=1)[C@H:12]([C:14]1[CH:19]=[CH:18][CH:17]=[CH:16][CH:15]=1)[CH3:13])(C)(C)C, predict the reaction product. The product is: [NH2:7][C@H:8]([C:33]1[CH:38]=[CH:37][C:36]([O:39][CH2:40][CH2:41][N:42]2[CH2:47][CH2:46][O:45][CH2:44][CH2:43]2)=[CH:35][CH:34]=1)[C:9]([NH:10][C@@H:11]([C@H:12]([C:14]1[CH:19]=[CH:18][CH:17]=[CH:16][CH:15]=1)[CH3:13])[C:20]([NH:21][C:22]1[S:23][CH:24]=[C:25]([C:27](=[O:30])[CH2:28][CH3:29])[N:26]=1)=[O:31])=[O:32]. (3) Given the reactants [CH2:1]([O:8][C:9]1[C:24]([F:25])=[CH:23][C:22]([N+:26]([O-])=O)=[CH:21][C:10]=1[CH2:11][N:12]([CH3:20])[C:13](=[O:19])[O:14][C:15]([CH3:18])([CH3:17])[CH3:16])[C:2]1[CH:7]=[CH:6][CH:5]=[CH:4][CH:3]=1.[Cl-].[NH4+], predict the reaction product. The product is: [NH2:26][C:22]1[CH:23]=[C:24]([F:25])[C:9]([O:8][CH2:1][C:2]2[CH:3]=[CH:4][CH:5]=[CH:6][CH:7]=2)=[C:10]([CH:21]=1)[CH2:11][N:12]([CH3:20])[C:13](=[O:19])[O:14][C:15]([CH3:17])([CH3:18])[CH3:16]. (4) Given the reactants [C:1]1([O:7]C)[CH:6]=[CH:5][CH:4]=[CH:3][CH:2]=1.Cl[C:10](=[O:23])[CH2:11][C:12]1[CH:21]=[CH:20][C:15]([C:16]([O:18]C)=[O:17])=[CH:14][C:13]=1[F:22], predict the reaction product. The product is: [F:22][C:13]1[CH:14]=[C:15]([CH:20]=[CH:21][C:12]=1[CH2:11][C:10]([C:4]1[CH:3]=[CH:2][C:1]([OH:7])=[CH:6][CH:5]=1)=[O:23])[C:16]([OH:18])=[O:17]. (5) Given the reactants [C:1]([C:5]1[CH:10]=[CH:9][C:8]([S:11]([N:14]([C:18]2[C:19]([C:25]([C:27]3[CH:28]=[N:29][C:30](F)=[CH:31][CH:32]=3)=[O:26])=[N:20][CH:21]=[C:22]([Cl:24])[CH:23]=2)[CH2:15][O:16][CH3:17])(=[O:13])=[O:12])=[CH:7][CH:6]=1)([CH3:4])([CH3:3])[CH3:2].[C-:34]#[N:35].[K+], predict the reaction product. The product is: [C:1]([C:5]1[CH:10]=[CH:9][C:8]([S:11]([N:14]([C:18]2[C:19]([C:25]([C:27]3[CH:28]=[N:29][C:30]([C:34]#[N:35])=[CH:31][CH:32]=3)=[O:26])=[N:20][CH:21]=[C:22]([Cl:24])[CH:23]=2)[CH2:15][O:16][CH3:17])(=[O:13])=[O:12])=[CH:7][CH:6]=1)([CH3:4])([CH3:3])[CH3:2]. (6) Given the reactants [C:1]([C:4]1[S:5][C:6]([B:9]([OH:11])[OH:10])=[CH:7][CH:8]=1)([OH:3])=[O:2].O[C:13]([C:16](O)([CH3:18])[CH3:17])([CH3:15])[CH3:14], predict the reaction product. The product is: [CH3:14][C:13]1([CH3:15])[C:16]([CH3:18])([CH3:17])[O:11][B:9]([C:6]2[S:5][C:4]([C:1]([OH:3])=[O:2])=[CH:8][CH:7]=2)[O:10]1. (7) Given the reactants Br[CH2:2][C:3]1[NH:8][C:7]([C:9]2[S:10][CH:11]=[CH:12][N:13]=2)=[N:6][CH:5]([C:14]2[CH:19]=[CH:18][C:17]([Cl:20])=[CH:16][C:15]=2[Cl:21])[C:4]=1[C:22]([O:24][CH2:25][CH3:26])=[O:23].[CH:27]([NH:30][C:31]([CH:33]1[CH2:38][O:37][CH2:36][CH2:35][NH:34]1)=[O:32])([CH3:29])[CH3:28], predict the reaction product. The product is: [Cl:21][C:15]1[CH:16]=[C:17]([Cl:20])[CH:18]=[CH:19][C:14]=1[CH:5]1[C:4]([C:22]([O:24][CH2:25][CH3:26])=[O:23])=[C:3]([CH2:2][N:34]2[CH2:35][CH2:36][O:37][CH2:38][CH:33]2[C:31](=[O:32])[NH:30][CH:27]([CH3:28])[CH3:29])[NH:8][C:7]([C:9]2[S:10][CH:11]=[CH:12][N:13]=2)=[N:6]1.